From a dataset of Catalyst prediction with 721,799 reactions and 888 catalyst types from USPTO. Predict which catalyst facilitates the given reaction. (1) Reactant: [C:1]([C:3]1[CH:17]=[C:16](I)[C:6]2[N:7]([C:10]3[CH:15]=[CH:14][CH:13]=[CH:12][CH:11]=3)[CH:8]=[N:9][C:5]=2[CH:4]=1)#[N:2].[OH:19][CH2:20][C:21]1[CH:26]=[CH:25][C:24](B(O)O)=[CH:23][CH:22]=1.C(=O)([O-])[O-].[K+].[K+].C(C1C=C(C2C=CC=C(CO)C=2)C2N(C3C=CC=CC=3)C=NC=2C=1)#N. Product: [C:1]([C:3]1[CH:17]=[C:16]([C:24]2[CH:25]=[CH:26][C:21]([CH2:20][OH:19])=[CH:22][CH:23]=2)[C:6]2[N:7]([C:10]3[CH:15]=[CH:14][CH:13]=[CH:12][CH:11]=3)[CH:8]=[N:9][C:5]=2[CH:4]=1)#[N:2]. The catalyst class is: 335. (2) Reactant: Cl.[F:2][CH:3]([F:31])[C:4]1[CH:9]=[CH:8][N:7]=[C:6]([NH:10][C:11]2[CH:16]=[C:15]([CH3:17])[CH:14]=[C:13]([C:18]3[CH:19]=[N:20][N:21]([CH2:23][CH:24]4[CH2:28][O:27]C(C)(C)[O:25]4)[CH:22]=3)[CH:12]=2)[N:5]=1.O.[OH-].[Na+]. Product: [F:31][CH:3]([F:2])[C:4]1[CH:9]=[CH:8][N:7]=[C:6]([NH:10][C:11]2[CH:12]=[C:13]([C:18]3[CH:19]=[N:20][N:21]([CH2:23][CH:24]([OH:25])[CH2:28][OH:27])[CH:22]=3)[CH:14]=[C:15]([CH3:17])[CH:16]=2)[N:5]=1. The catalyst class is: 5. (3) Reactant: [N:1]1[CH:2]=[CH:3][N:4]2[CH2:9][CH2:8][NH:7][CH2:6][C:5]=12.[CH3:10][C:11]([CH3:31])([O:13][C:14]([NH:16][C@H:17]([CH2:22][C:23]1[CH:28]=[CH:27][C:26]([F:29])=[C:25]([F:30])[CH:24]=1)[CH2:18][C:19](O)=[O:20])=[O:15])[CH3:12].CCN(C(C)C)C(C)C.C1C=CC2N(O)N=NC=2C=1.C(Cl)CCl. Product: [CH3:12][C:11]([CH3:31])([O:13][C:14]([NH:16][C@H:17]([CH2:22][C:23]1[CH:28]=[CH:27][C:26]([F:29])=[C:25]([F:30])[CH:24]=1)[CH2:18][C:19]([N:7]1[CH2:8][CH2:9][N:4]2[CH:3]=[CH:2][N:1]=[C:5]2[CH2:6]1)=[O:20])=[O:15])[CH3:10]. The catalyst class is: 4. (4) Reactant: [Si:1]([O:8][CH2:9][CH2:10][C:11]1[C:12]([CH:18]=[O:19])=[N:13][C:14](Cl)=[CH:15][CH:16]=1)([C:4]([CH3:7])([CH3:6])[CH3:5])([CH3:3])[CH3:2].C(O)C.C([O-])(O)=O.[Na+]. Product: [Si:1]([O:8][CH2:9][CH2:10][C:11]1[C:12]([CH2:18][OH:19])=[N:13][CH:14]=[CH:15][CH:16]=1)([C:4]([CH3:6])([CH3:7])[CH3:5])([CH3:3])[CH3:2]. The catalyst class is: 723. (5) The catalyst class is: 18. Reactant: [CH2:1]([O:3][C:4]([N:6]1[CH2:11][CH2:10][N:9]([C:12](=[O:42])[C@@H:13]([NH:23][C:24]([C:26]2[CH:35]=[C:34]([O:36][CH2:37][C:38](O)=[O:39])[C:33]3[C:28](=[CH:29][C:30]([CH3:41])=[CH:31][CH:32]=3)[N:27]=2)=[O:25])[CH2:14][CH2:15][C:16]([O:18][C:19]([CH3:22])([CH3:21])[CH3:20])=[O:17])[CH2:8][CH2:7]1)=[O:5])[CH3:2].C(Cl)CCl.FC1C(O)=C(F)C(F)=C(F)C=1F.Cl.[CH:60]1([NH:63][C:64]([C@@H:66]2[CH2:70][CH2:69][CH2:68][NH:67]2)=[O:65])[CH2:62][CH2:61]1. Product: [CH2:1]([O:3][C:4]([N:6]1[CH2:7][CH2:8][N:9]([C:12](=[O:42])[C@@H:13]([NH:23][C:24]([C:26]2[CH:35]=[C:34]([O:36][CH2:37][C:38]([N:67]3[CH2:68][CH2:69][CH2:70][C@H:66]3[C:64](=[O:65])[NH:63][CH:60]3[CH2:61][CH2:62]3)=[O:39])[C:33]3[C:28](=[CH:29][C:30]([CH3:41])=[CH:31][CH:32]=3)[N:27]=2)=[O:25])[CH2:14][CH2:15][C:16]([O:18][C:19]([CH3:20])([CH3:22])[CH3:21])=[O:17])[CH2:10][CH2:11]1)=[O:5])[CH3:2].